This data is from Catalyst prediction with 721,799 reactions and 888 catalyst types from USPTO. The task is: Predict which catalyst facilitates the given reaction. Reactant: [NH:1]1[CH:5]=[C:4]([C:6]2[CH2:7][CH:8]([N:14]([CH3:27])[C:15]3[CH:22]=[CH:21][C:18]([C:19]#[N:20])=[C:17]([C:23]([F:26])([F:25])[F:24])[CH:16]=3)[C:9]([CH3:13])([CH3:12])[CH2:10][CH:11]=2)[N:3]=[CH:2]1.[N+]1([O-:34])C=CC=CC=1.[Se](=O)=O.C([O-])(O)=O.[Na+]. Product: [OH:34][CH:7]1[C:6]([C:4]2[N:3]=[CH:2][NH:1][CH:5]=2)=[CH:11][CH2:10][C:9]([CH3:12])([CH3:13])[CH:8]1[N:14]([CH3:27])[C:15]1[CH:22]=[CH:21][C:18]([C:19]#[N:20])=[C:17]([C:23]([F:24])([F:25])[F:26])[CH:16]=1. The catalyst class is: 155.